Dataset: Reaction yield outcomes from USPTO patents with 853,638 reactions. Task: Predict the reaction yield, written as a fraction of the theoretical maximum amount of product (1.0 means a 100% yield; for example, 0.34 means a 34% yield). The reactants are [C:1]([S-:3])#[N:2].[K+].C(Cl)(C)=O.[CH3:9][O:10][C:11]1[CH:12]=[CH:13][C:14]([CH3:18])=[C:15]([CH:17]=1)[NH2:16].C([O-])([O-])=O.[K+].[K+]. The catalyst is CC(C)=O.CO.O. The product is [CH3:9][O:10][C:11]1[CH:12]=[CH:13][C:14]([CH3:18])=[C:15]([NH:16][C:1]([NH2:2])=[S:3])[CH:17]=1. The yield is 0.780.